This data is from Forward reaction prediction with 1.9M reactions from USPTO patents (1976-2016). The task is: Predict the product of the given reaction. (1) The product is: [OH:1][CH:2]([CH2:4][N:5]1[CH:9]=[C:8]([C:10]2[CH:15]=[N:14][CH:13]=[CH:12][N:11]=2)[C:7]([C:16]2[CH:21]=[CH:20][C:19]([C:22]([F:24])([F:25])[F:23])=[CH:18][CH:17]=2)=[N:6]1)[CH2:3][N:26]1[CH2:27][CH2:28][CH:29]([N:32]2[C:37]3[CH:38]=[CH:39][CH:40]=[CH:41][C:36]=3[O:35][CH2:34][C:33]2=[O:42])[CH2:30][CH2:31]1. Given the reactants [O:1]1[CH2:3][CH:2]1[CH2:4][N:5]1[CH:9]=[C:8]([C:10]2[CH:15]=[N:14][CH:13]=[CH:12][N:11]=2)[C:7]([C:16]2[CH:21]=[CH:20][C:19]([C:22]([F:25])([F:24])[F:23])=[CH:18][CH:17]=2)=[N:6]1.[NH:26]1[CH2:31][CH2:30][CH:29]([N:32]2[C:37]3[CH:38]=[CH:39][CH:40]=[CH:41][C:36]=3[O:35][CH2:34][C:33]2=[O:42])[CH2:28][CH2:27]1.C(N(CC)CC)C, predict the reaction product. (2) Given the reactants [Cl:1][C:2]1[CH:7]=[CH:6][C:5]([C:8]2[CH:12]([C:13]3[CH:18]=[CH:17][CH:16]=[CH:15][CH:14]=3)[CH2:11][N:10]([C:19](=S)[NH:20][S:21]([N:24]([CH2:28][CH3:29])[CH2:25][CH2:26][CH3:27])(=[O:23])=[O:22])[N:9]=2)=[CH:4][CH:3]=1.[CH3:31][NH2:32], predict the reaction product. The product is: [Cl:1][C:2]1[CH:7]=[CH:6][C:5]([C:8]2[CH:12]([C:13]3[CH:18]=[CH:17][CH:16]=[CH:15][CH:14]=3)[CH2:11][N:10]([C:19]([NH:32][CH3:31])=[N:20][S:21]([N:24]([CH2:28][CH3:29])[CH2:25][CH2:26][CH3:27])(=[O:23])=[O:22])[N:9]=2)=[CH:4][CH:3]=1.